Dataset: Full USPTO retrosynthesis dataset with 1.9M reactions from patents (1976-2016). Task: Predict the reactants needed to synthesize the given product. (1) The reactants are: [F:1][C:2]1[CH:3]=[CH:4][C:5]([C:8]2[O:12][N:11]=[C:10]([C@H:13]3[CH2:18][CH2:17][C@@H:16]([CH3:19])[NH:15][CH2:14]3)[N:9]=2)=[N:6][CH:7]=1.CCN(CC)CC.[F:27][C:28]1[CH:36]=[CH:35][C:31]([C:32](Cl)=[O:33])=[CH:30][CH:29]=1. Given the product [F:1][C:2]1[CH:3]=[CH:4][C:5]([C:8]2[O:12][N:11]=[C:10]([C@H:13]3[CH2:18][CH2:17][C@@H:16]([CH3:19])[N:15]([C:32](=[O:33])[C:31]4[CH:35]=[CH:36][C:28]([F:27])=[CH:29][CH:30]=4)[CH2:14]3)[N:9]=2)=[N:6][CH:7]=1, predict the reactants needed to synthesize it. (2) The reactants are: [Cl:1][C:2]1[CH:7]=[C:6]([O:8][CH2:9][CH2:10][CH2:11][S:12]([CH3:15])(=[O:14])=[O:13])[CH:5]=[CH:4][C:3]=1[C:16]1[CH:21]=[CH:20][CH:19]=[C:18]([CH2:22][O:23][C:24]2[CH:29]=[CH:28][C:27]([C:30]3([CH2:34][C:35]([O:37]CC)=[O:36])[CH2:33][O:32][CH2:31]3)=[CH:26][CH:25]=2)[CH:17]=1.O.[OH-].[Li+]. Given the product [Cl:1][C:2]1[CH:7]=[C:6]([O:8][CH2:9][CH2:10][CH2:11][S:12]([CH3:15])(=[O:13])=[O:14])[CH:5]=[CH:4][C:3]=1[C:16]1[CH:21]=[CH:20][CH:19]=[C:18]([CH2:22][O:23][C:24]2[CH:29]=[CH:28][C:27]([C:30]3([CH2:34][C:35]([OH:37])=[O:36])[CH2:31][O:32][CH2:33]3)=[CH:26][CH:25]=2)[CH:17]=1, predict the reactants needed to synthesize it. (3) Given the product [F:28][C:24]1[CH:25]=[CH:26][CH:27]=[C:2]([F:1])[C:3]=1[C:4]([NH:6][C:7]([CH3:23])([CH3:22])[C:8]([C:10]1[CH:15]=[CH:14][C:13]([C@@H:16]2[CH2:18][C@H:17]2[NH:31][C:34](=[O:43])[O:57][C:53]([CH3:56])([CH3:55])[CH3:54])=[CH:12][CH:11]=1)=[O:9])=[O:5], predict the reactants needed to synthesize it. The reactants are: [F:1][C:2]1[CH:27]=[CH:26][CH:25]=[C:24]([F:28])[C:3]=1[C:4]([NH:6][C:7]([CH3:23])([CH3:22])[C:8]([C:10]1[CH:15]=[CH:14][C:13]([CH:16]2[CH2:18][CH:17]2C(O)=O)=[CH:12][CH:11]=1)=[O:9])=[O:5].C([N:31]([CH2:34]C)CC)C.C1(P(N=[N+]=[N-])(C2C=CC=CC=2)=[O:43])C=CC=CC=1.[C:53]([OH:57])([CH3:56])([CH3:55])[CH3:54]. (4) Given the product [CH2:10]([C:8]([C:5]1[CH:4]=[CH:3][C:2]([O:1][CH:22]2[CH2:23][CH2:24][CH2:25][CH2:26][O:21]2)=[CH:7][CH:6]=1)=[O:9])[C:11]1[CH:12]=[CH:13][CH:14]=[CH:15][CH:16]=1, predict the reactants needed to synthesize it. The reactants are: [OH:1][C:2]1[CH:7]=[CH:6][C:5]([C:8]([CH2:10][C:11]2[CH:16]=[CH:15][CH:14]=[CH:13][CH:12]=2)=[O:9])=[CH:4][CH:3]=1.C(O)C.C.[O:21]1[CH:26]=[CH:25][CH2:24][CH2:23][CH2:22]1. (5) Given the product [ClH:32].[ClH:32].[NH2:23][C@@H:13]([C:11]1[NH:10][C:9]2[CH:31]=[C:5]([C:3]#[N:4])[CH:6]=[CH:7][C:8]=2[N:12]=1)[CH2:14][C:15]1[CH:20]=[CH:19][C:18]([O:21][CH3:22])=[CH:17][CH:16]=1, predict the reactants needed to synthesize it. The reactants are: N#N.[C:3]([C:5]1[CH:6]=[CH:7][C:8]2[N:12]=[C:11]([C@H:13]([NH:23]C(=O)OC(C)(C)C)[CH2:14][C:15]3[CH:20]=[CH:19][C:18]([O:21][CH3:22])=[CH:17][CH:16]=3)[NH:10][C:9]=2[CH:31]=1)#[N:4].[ClH:32].